Dataset: Full USPTO retrosynthesis dataset with 1.9M reactions from patents (1976-2016). Task: Predict the reactants needed to synthesize the given product. (1) Given the product [NH2:1][C:2]1[N:3]=[C:4]([NH:20][C@H:21]2[CH2:25][CH2:24][N:23]([C:26](=[O:27])[CH2:55][O:54][C:53]3[CH:59]=[CH:60][C:50]([Cl:49])=[CH:51][CH:52]=3)[CH2:22]2)[C:5]2[N:10]=[C:9]([CH2:11][CH2:12][C:13]3[CH:14]=[CH:15][C:16]([F:19])=[CH:17][CH:18]=3)[S:8][C:6]=2[N:7]=1, predict the reactants needed to synthesize it. The reactants are: [NH2:1][C:2]1[N:3]=[C:4]([NH:20][C@H:21]2[CH2:25][CH2:24][N:23]([C:26](OC(C)(C)C)=[O:27])[CH2:22]2)[C:5]2[N:10]=[C:9]([CH2:11][CH2:12][C:13]3[CH:18]=[CH:17][C:16]([F:19])=[CH:15][CH:14]=3)[S:8][C:6]=2[N:7]=1.FC(F)(F)C(O)=O.C(N(C(C)C)CC)(C)C.[Cl:49][C:50]1[CH:60]=[CH:59][C:53]([O:54][CH2:55]C(Cl)=O)=[CH:52][CH:51]=1. (2) The reactants are: [Si:1]([O:8][C:9]1([CH2:13][CH:14]([OH:17])CO)[CH2:12][CH2:11][CH2:10]1)([C:4]([CH3:7])([CH3:6])[CH3:5])([CH3:3])[CH3:2].C1COCC1.CC(O)(C)C.O.I([O-])(=O)(=O)=O.[Na+].CCOC(C)=O.CCCCCC. Given the product [Si:1]([O:8][C:9]1([CH2:13][CH:14]=[O:17])[CH2:10][CH2:11][CH2:12]1)([C:4]([CH3:7])([CH3:6])[CH3:5])([CH3:3])[CH3:2], predict the reactants needed to synthesize it. (3) Given the product [F:8][C:9]1[CH:17]=[CH:16][CH:15]=[C:14]2[C:10]=1[C:11]([C:18](=[O:22])[C:19]([N:41]1[CH2:42][CH2:43][N:38]([C:36](=[NH:37])[C:30]3[CH:35]=[CH:34][CH:33]=[CH:32][CH:31]=3)[CH2:39][CH2:40]1)=[O:20])=[CH:12][NH:13]2, predict the reactants needed to synthesize it. The reactants are: CCN(CC)CC.[F:8][C:9]1[CH:17]=[CH:16][CH:15]=[C:14]2[C:10]=1[C:11]([C:18](=[O:22])[C:19](Cl)=[O:20])=[CH:12][NH:13]2.OC(C(F)(F)F)=O.[C:30]1([C:36]([N:38]2[CH2:43][CH2:42][NH:41][CH2:40][CH2:39]2)=[NH:37])[CH:35]=[CH:34][CH:33]=[CH:32][CH:31]=1. (4) Given the product [CH2:23]([O:22][C@@H:5]([CH2:6][C:7]1[CH:8]=[CH:9][C:10]([O:13][CH2:14][C:15]2[S:16][C:17]([C:35]3[CH:34]=[CH:33][C:32]([C:30]4[O:29][N:28]=[C:27]([CH3:26])[CH:31]=4)=[CH:37][CH:36]=3)=[CH:18][C:19]=2[CH3:20])=[CH:11][CH:12]=1)[C:4]([OH:3])=[O:25])[CH3:24], predict the reactants needed to synthesize it. The reactants are: C([O:3][C:4](=[O:25])[C@@H:5]([O:22][CH2:23][CH3:24])[CH2:6][C:7]1[CH:12]=[CH:11][C:10]([O:13][CH2:14][C:15]2[S:16][C:17](Br)=[CH:18][C:19]=2[CH3:20])=[CH:9][CH:8]=1)C.[CH3:26][C:27]1[CH:31]=[C:30]([C:32]2[CH:37]=[CH:36][C:35](B3OC(C)(C)C(C)(C)O3)=[CH:34][CH:33]=2)[O:29][N:28]=1. (5) The reactants are: FC(F)(F)[C:3]1[CH:4]=[CH:5][C:6]2[O:10][C:9]([C:11]([OH:13])=[O:12])=[CH:8][C:7]=2[CH:14]=1.[F:17][C:18]([F:27])([F:26])C1C=C(O)C=CC=1. Given the product [F:17][C:18]([F:27])([F:26])[C:4]1[CH:3]=[CH:14][C:7]2[CH:8]=[C:9]([C:11]([OH:13])=[O:12])[O:10][C:6]=2[CH:5]=1, predict the reactants needed to synthesize it. (6) Given the product [CH3:15][N:16]([CH3:17])[C:7]1[C:6]([F:14])=[C:5]([F:4])[N:10]=[C:9]([F:11])[C:8]=1[F:12], predict the reactants needed to synthesize it. The reactants are: C(Cl)Cl.[F:4][C:5]1[N:10]=[C:9]([F:11])[C:8]([F:12])=[C:7](F)[C:6]=1[F:14].[CH3:15][NH:16][CH3:17]. (7) Given the product [F:1][C:2]([F:7])([F:6])[C:3]([OH:5])=[O:4].[S:8]1[C:12]2[CH:13]=[CH:14][CH:15]=[CH:16][C:11]=2[N:10]=[C:9]1[C:17]1[CH:37]=[CH:36][C:20]([C:21]([N:23]2[CH2:24][CH2:25][NH:26][CH2:27][CH2:28]2)=[O:22])=[CH:19][CH:18]=1, predict the reactants needed to synthesize it. The reactants are: [F:1][C:2]([F:7])([F:6])[C:3]([OH:5])=[O:4].[S:8]1[C:12]2[CH:13]=[CH:14][CH:15]=[CH:16][C:11]=2[N:10]=[C:9]1[C:17]1[CH:37]=[CH:36][C:20]([C:21]([N:23]2[CH2:28][CH2:27][N:26](C(OC(C)(C)C)=O)[CH2:25][CH2:24]2)=[O:22])=[CH:19][CH:18]=1. (8) Given the product [Cl:1][C:2]1[CH:3]=[CH:4][C:5]2[N:11]3[CH:12]=[CH:13][CH:14]=[C:10]3[C@@H:9]([CH2:15][CH:16]([OH:33])[CH2:17][C:18]([N:20]3[CH2:25][CH2:24][CH:80]([CH2:83][C:84]([O:86][CH2:87][CH3:88])=[O:85])[CH2:22][CH2:21]3)=[O:19])[O:8][C@H:7]([C:34]3[CH:39]=[CH:38][CH:37]=[C:36]([O:40][CH3:41])[C:35]=3[O:42][CH3:43])[C:6]=2[CH:44]=1, predict the reactants needed to synthesize it. The reactants are: [Cl:1][C:2]1[CH:3]=[CH:4][C:5]2[N:11]3[CH:12]=[CH:13][CH:14]=[C:10]3[C@@H:9]([CH2:15][CH:16]([OH:33])[CH2:17][C:18]([N:20]3[CH2:25][CH2:24]N(C(=O)C(OCC)=O)[CH2:22][CH2:21]3)=[O:19])[O:8][C@H:7]([C:34]3[CH:39]=[CH:38][CH:37]=[C:36]([O:40][CH3:41])[C:35]=3[O:42][CH3:43])[C:6]=2[CH:44]=1.ClC1C=CC2N3C=CC=C3[C@@H](CC(O)CC(O)=O)O[C@H](C3C=CC=C(OC)C=3OC)C=2C=1.N1CC[CH:80]([CH2:83][C:84]([O:86][CH2:87][CH3:88])=[O:85])CC1. (9) Given the product [CH3:1][Si:2]([CH3:4])([CH3:3])[CH2:5][CH2:6][O:47][C:22]([CH:14]1[CH:13]([C:25]([OH:24])=[O:26])[CH:12]2[C:20](=[O:21])[CH2:19][CH:15]1[C:16]1[CH:17]=[CH:18][C:9]([OH:8])=[CH:10][C:11]=12)=[O:23], predict the reactants needed to synthesize it. The reactants are: [CH3:1][Si:2]([CH:5](O)[CH3:6])([CH3:4])[CH3:3].[OH:8][C:9]1[CH:18]=[CH:17][C:16]2[CH:15]3[CH2:19][C:20](=[O:21])[CH:12]([CH:13]4[C:25](=[O:26])[O:24][C:22](=[O:23])[CH:14]43)[C:11]=2[CH:10]=1.C1(NC2CCCCC2)CCCCC1.C(N)(C)C.C([OH:47])(C)C.